This data is from Forward reaction prediction with 1.9M reactions from USPTO patents (1976-2016). The task is: Predict the product of the given reaction. (1) Given the reactants [OH:1][C:2]1[C:10]2[N:9]=[C:8]([CH3:11])[N:7]([CH3:12])[C:6]=2[CH:5]=[C:4]([C:13]([N:15]([CH3:17])[CH3:16])=[O:14])[CH:3]=1.[H-].[Na+].Cl[CH:21]1[C:30]2[C:25](=[CH:26][CH:27]=[CH:28][CH:29]=2)[O:24][CH2:23][CH2:22]1, predict the reaction product. The product is: [O:24]1[C:25]2[C:30](=[CH:29][CH:28]=[CH:27][CH:26]=2)[CH:21]([O:1][C:2]2[C:10]3[N:9]=[C:8]([CH3:11])[N:7]([CH3:12])[C:6]=3[CH:5]=[C:4]([C:13]([N:15]([CH3:16])[CH3:17])=[O:14])[CH:3]=2)[CH2:22][CH2:23]1. (2) Given the reactants [N:1]1([C:7]([O:9][C:10]([CH3:13])(C)C)=[O:8])[CH2:6][CH2:5][NH:4][CH2:3][CH2:2]1.[CH3:14][CH2:15]CCCC.C([Li])CCC.F[C:26]1[CH:27]=[N:28][CH:29]=[CH:30][C:31]=1[N:32]1[CH:36]=[C:35]([CH3:37])[CH:34]=[N:33]1.[Cl-].[NH4+], predict the reaction product. The product is: [CH3:37][C:35]1[CH:34]=[N:33][N:32]([C:31]2[CH:30]=[CH:29][N:28]=[CH:27][C:26]=2[N:4]2[CH2:3][CH2:2][N:1]([C:7]([O:9][CH2:10][CH2:13][CH2:14][CH3:15])=[O:8])[CH2:6][CH2:5]2)[CH:36]=1.